This data is from Catalyst prediction with 721,799 reactions and 888 catalyst types from USPTO. The task is: Predict which catalyst facilitates the given reaction. (1) Reactant: [CH3:1][O-:2].[Na+].[Cl:4][C:5]1[CH:6]=[C:7]([C:11]2[C:16]3[N:17]([CH2:27][C@H:28]4[CH2:33][CH2:32][C@H:31]([CH3:34])[CH2:30][CH2:29]4)[C:18]([N:20]4[CH2:24][CH2:23][CH2:22][C@H:21]4[CH2:25][F:26])=[N:19][C:15]=3[CH:14]=[C:13]([C:35]#[N:36])[N:12]=2)[CH:8]=[N:9][CH:10]=1. Product: [CH3:1][O:2][C:35]([C:13]1[N:12]=[C:11]([C:7]2[CH:8]=[N:9][CH:10]=[C:5]([Cl:4])[CH:6]=2)[C:16]2[N:17]([CH2:27][C@H:28]3[CH2:33][CH2:32][C@H:31]([CH3:34])[CH2:30][CH2:29]3)[C:18]([N:20]3[CH2:24][CH2:23][CH2:22][C@H:21]3[CH2:25][F:26])=[N:19][C:15]=2[CH:14]=1)=[NH:36]. The catalyst class is: 5. (2) Reactant: C(OC(=O)[NH:7][C@H:8]([C:10]1[N:14]([C:15]2[CH:20]=[CH:19][CH:18]=[CH:17][CH:16]=2)[C:13]2[CH:21]=[CH:22][C:23]([CH3:25])=[CH:24][C:12]=2[N:11]=1)[CH3:9])(C)(C)C.C(O)(C(F)(F)F)=O. Product: [CH3:25][C:23]1[CH:22]=[CH:21][C:13]2[N:14]([C:15]3[CH:16]=[CH:17][CH:18]=[CH:19][CH:20]=3)[C:10]([C@@H:8]([NH2:7])[CH3:9])=[N:11][C:12]=2[CH:24]=1. The catalyst class is: 2. (3) Reactant: Br[CH2:2][C:3]1[CH:4]=[C:5]([CH:10]=[CH:11][CH:12]=1)[C:6]([O:8][CH3:9])=[O:7].[N-:13]=[N+:14]=[N-:15].[Na+]. Product: [N:13]([CH2:2][C:3]1[CH:4]=[C:5]([CH:10]=[CH:11][CH:12]=1)[C:6]([O:8][CH3:9])=[O:7])=[N+:14]=[N-:15]. The catalyst class is: 479. (4) Reactant: [Br:1][C:2]1[CH:7]=[C:6]([Cl:8])[CH:5]=[C:4]([N+:9]([O-])=O)[C:3]=1[NH2:12].O.O.Cl[Sn]Cl.C([O-])([O-])=O.[Na+].[Na+]. Product: [Br:1][C:2]1[CH:7]=[C:6]([Cl:8])[CH:5]=[C:4]([NH2:9])[C:3]=1[NH2:12]. The catalyst class is: 13. (5) Product: [C:26]([NH:28][C:29]1[CH:34]=[CH:33][C:32]([C:35]2[N:17]([CH:18]3[CH2:19][CH2:20][O:21][CH2:22][CH2:23]3)[C:13]3[CH:12]=[CH:11][C:10]([C:8]4[O:9][C:5]5[CH:4]=[CH:3][C:2]([Cl:1])=[CH:24][C:6]=5[N:7]=4)=[CH:16][C:14]=3[N:15]=2)=[CH:31][CH:30]=1)(=[O:27])[CH3:25]. The catalyst class is: 9. Reactant: [Cl:1][C:2]1[CH:3]=[CH:4][C:5]2[O:9][C:8]([C:10]3[CH:11]=[CH:12][C:13]([NH:17][CH:18]4[CH2:23][CH2:22][O:21][CH2:20][CH2:19]4)=[C:14]([CH:16]=3)[NH2:15])=[N:7][C:6]=2[CH:24]=1.[CH3:25][C:26]([NH:28][C:29]1[CH:34]=[CH:33][C:32]([CH:35]=O)=[CH:31][CH:30]=1)=[O:27].OOS([O-])=O.[K+].C(=O)([O-])[O-].[K+].[K+].